Dataset: Reaction yield outcomes from USPTO patents with 853,638 reactions. Task: Predict the reaction yield, written as a fraction of the theoretical maximum amount of product (1.0 means a 100% yield; for example, 0.34 means a 34% yield). (1) The reactants are [F:1][C:2]1[CH:3]=[C:4]2[C:8](=[CH:9][CH:10]=1)[NH:7][CH:6]=[C:5]2[CH2:11][CH2:12][CH2:13][NH:14][C@@H:15]1[CH2:24][C:23]2[C:18](=[CH:19][CH:20]=[CH:21][C:22]=2[O:25][CH3:26])[O:17][CH2:16]1.[C:27]1(=O)[CH2:30][CH2:29][CH2:28]1.C(O)(=O)C.C([BH3-])#N.[Na+]. The catalyst is CO.CCCCCC.CCOC(C)=O. The product is [CH:27]1([N:14]([CH2:13][CH2:12][CH2:11][C:5]2[C:4]3[C:8](=[CH:9][CH:10]=[C:2]([F:1])[CH:3]=3)[NH:7][CH:6]=2)[C@@H:15]2[CH2:24][C:23]3[C:18](=[CH:19][CH:20]=[CH:21][C:22]=3[O:25][CH3:26])[O:17][CH2:16]2)[CH2:30][CH2:29][CH2:28]1. The yield is 0.690. (2) The reactants are Cl[C:2]1[N:11]=[C:10]([NH:12][CH3:13])[C:9]2[C:4](=[CH:5][CH:6]=[CH:7][CH:8]=2)[N:3]=1.NC(N)=[S:16].C(O)=O.[OH-].[Na+]. The catalyst is C(O)C. The product is [CH3:13][NH:12][C:10]1[C:9]2[C:4](=[CH:5][CH:6]=[CH:7][CH:8]=2)[NH:3][C:2](=[S:16])[N:11]=1. The yield is 0.180. (3) The reactants are [N+:1]([C:4]1[CH:5]=[N:6][CH:7]=[CH:8][C:9]=1[N:10]1[CH2:14][CH2:13][C@H:12]([NH:15][C:16](=[O:22])[O:17][C:18]([CH3:21])([CH3:20])[CH3:19])[CH2:11]1)([O-])=O.[NH4+].[Cl-].CCO. The catalyst is [Fe].O. The product is [NH2:1][C:4]1[CH:5]=[N:6][CH:7]=[CH:8][C:9]=1[N:10]1[CH2:14][CH2:13][C@H:12]([NH:15][C:16](=[O:22])[O:17][C:18]([CH3:20])([CH3:19])[CH3:21])[CH2:11]1. The yield is 0.910. (4) The reactants are [OH-].[Na+].C([O:6][C:7]1[CH:33]=[CH:32][C:31]([Cl:34])=[CH:30][C:8]=1[C:9]([NH:11][CH2:12][C:13](=[O:29])[NH:14][C:15]1[CH:20]=[C:19]([C:21]([F:24])([F:23])[F:22])[CH:18]=[C:17]([C:25]([F:28])([F:27])[F:26])[CH:16]=1)=[O:10])(=O)C.Cl. The catalyst is CO.O1CCCC1. The product is [Cl:34][C:31]1[CH:32]=[CH:33][C:7]([OH:6])=[C:8]([CH:30]=1)[C:9]([NH:11][CH2:12][C:13](=[O:29])[NH:14][C:15]1[CH:16]=[C:17]([C:25]([F:27])([F:28])[F:26])[CH:18]=[C:19]([C:21]([F:22])([F:23])[F:24])[CH:20]=1)=[O:10]. The yield is 0.637. (5) The reactants are [Br:1][C:2]1[CH:7]=[CH:6][C:5](Br)=[CH:4][N:3]=1.C([Mg]Cl)(C)C.[CH3:14][S:15](Cl)(=[O:17])=[O:16]. The catalyst is O1CCCC1. The product is [Br:1][C:2]1[CH:7]=[CH:6][C:5]([S:15]([CH3:14])(=[O:17])=[O:16])=[CH:4][N:3]=1. The yield is 0.590. (6) The reactants are [NH:1]1[CH2:6][CH2:5][O:4][CH2:3][C:2]1=[O:7].[H-].[Na+].[H][H].F[C:13]1[CH:18]=[CH:17][C:16]([N+:19]([O-:21])=[O:20])=[CH:15][CH:14]=1. The catalyst is CN1CCCC1=O. The product is [N:1]1([C:13]2[CH:18]=[CH:17][C:16]([N+:19]([O-:21])=[O:20])=[CH:15][CH:14]=2)[CH2:6][CH2:5][O:4][CH2:3][C:2]1=[O:7]. The yield is 0.176. (7) The reactants are C(O)(=O)[C:2]1[CH:7]=[CH:6][CH:5]=[CH:4][C:3]=1[S:8][S:9][C:10]1[CH:18]=[CH:17][CH:16]=[CH:15][C:11]=1[C:12]([OH:14])=[O:13].CN(C)[CH:23]=[O:24].[CH2:26](N(CC)CC)C.[C:33]([O-:36])([O-])=O.[K+].[K+]. The catalyst is O=S(Cl)Cl.C(Cl)(Cl)Cl.O.CO. The product is [CH3:33][O:36][C:23](=[O:24])[C:4]1[CH:5]=[CH:6][CH:7]=[CH:2][C:3]=1[S:8][S:9][C:10]1[CH:18]=[CH:17][CH:16]=[CH:15][C:11]=1[C:12]([O:14][CH3:26])=[O:13]. The yield is 0.500.